Dataset: Experimentally validated miRNA-target interactions with 360,000+ pairs, plus equal number of negative samples. Task: Binary Classification. Given a miRNA mature sequence and a target amino acid sequence, predict their likelihood of interaction. (1) The miRNA is mmu-miR-539-3p with sequence CAUACAAGGAUAAUUUCUUUUU. The protein sequence of the target gene is MARMGLAGAAGRWWGLALGLTAFFLPGTHTQVVQVNDSMYGFIGTDVVLHCSFANPLPSVKITQVTWQKASNGSKQNMAIYNPTMGVSVLPPYEKRVEFLRPSFIDGTIRLSGLELEDEGMYICEFATFPTGNRESQLNLTVMAKPTNWIEGTRAVLRARKGQDDKVLVATCTSANGKPPSAVSWETRLKGEAEYQEIRNPNGTVTVISRYRLVPSREAHRQSLACIVNYHLDRFRESLTLNVQYEPEVTIEGFDGNWYLQRTDVKLTCKADANPPATEYHWTTLNGSLPKGVEAQNRTL.... Result: 1 (interaction). (2) The miRNA is hsa-miR-485-3p with sequence GUCAUACACGGCUCUCCUCUCU. The protein sequence of the target gene is MDVTKKNKRDGTEVTERIVTETVTTRLTSLPPKGGTSNGYAKTASLGGGSRLEKQSLTHGSSGYINSTGSTRGHASTSSYRRAHSPASTLPNSPGSTFERKTHVTRHAYEGSSSGNSSPEYPRKEFASSSTRGRSQTRESEIRVRLQSASPSTRWTELDDVKRLLKGSRSASVSPTRNSSNTLPIPKKGTVETKIVTASSQSVSGTYDATILDANLPSHVWSSTLPAGSSMGTYHNNMTTQSSSLLNTNAYSAGSVFGVPNNMASCSPTLHPGLSTSSSVFGMQNNLAPSLTTLSHGTTT.... Result: 0 (no interaction). (3) The miRNA is hsa-miR-192-5p with sequence CUGACCUAUGAAUUGACAGCC. The protein sequence of the target gene is MKKMPLFSKSHKNPAEIVKILKDNLAILEKQDKKTDKASEEVSKSLQAMKEILCGTNEKEPPTEAVAQLAQELYSSGLLVTLIADLQLIDFEGKKDVTQIFNNILRRQIGTRSPTVEYISAHPHILFMLLKGYEAPQIALRCGIMLRECIRHEPLAKIILFSNQFRDFFKYVELSTFDIASDAFATFKDLLTRHKVLVADFLEQNYDTIFEDYEKLLQSENYVTKRQSLKLLGELILDRHNFAIMTKYISKPENLKLMMNLLRDKSPNIQFEAFHVFKVFVASPHKTQPIVEILLKNQPK.... Result: 1 (interaction). (4) The miRNA is hsa-miR-6781-5p with sequence CGGGCCGGAGGUCAAGGGCGU. The protein sequence of the target gene is MSNSHPLRPFTAVGEIDHVHILSEHIGALLIGEEYGDVTFVVEKKRFPAHRVILAARCQYFRALLYGGMRESQPEAEIPLQDTTAEAFTMLLKYIYTGRATLTDEKEEVLLDFLSLAHKYGFPELEDSTSEYLCTILNIQNVCMTFDVASLYSLPKLTCMCCMFMDRNAQEVLSSEGFLSLSKTALLNIVLRDSFAAPEKDIFLALLNWCKHNSKENHAEIMQAVRLPLMSLTELLNVVRPSGLLSPDAILDAIKVRSESRDMDLNYRGMLIPEENIATMKYGAQVVKGELKSALLDGDT.... Result: 1 (interaction). (5) The miRNA is hsa-miR-520f-5p with sequence CCUCUAAAGGGAAGCGCUUUCU. The protein sequence of the target gene is MPSGGDQSPPPPPPPPAAAASDEEEEDDGEAEDAAPPAESPTPQIQQRFDELCSRLNMDEAARAEAWDSYRSMSESYTLEGNDLHWLACALYVACRKSVPTVSKGTVEGNYVSLTRILKCSEQSLIEFFNKMKKWEDMANLPPHFRERTERLERNFTVSAVIFKKYEPIFQDIFKYPQEEQPRQQRGRKQRRQPCTVSEIFHFCWVLFIYAKGNFPMISDDLVNSYHLLLCALDLVYGNALQCSNRKELVNPNFKGLSEDFHAKDSKPSSDPPCIIEKLCSLHDGLVLEAKGIKEHFWKP.... Result: 0 (no interaction). (6) The miRNA is hsa-miR-3909 with sequence UGUCCUCUAGGGCCUGCAGUCU. The protein sequence of the target gene is MTGVFDSLVADMHSTQITASSTYHQHQQPPSGAGAGPGGNSNSSSSNSSLHKPQESPTLPVSTATDSSYYTNQQHPAGGGGGGASPYAHMGSYQYHASGLNNVSYSAKSSYDLGYTAAYTSYAPYGTSSSPVNNEPDKEDLEPEIRIVNGKPKKVRKPRTIYSSFQLAALQRRFQKTQYLALPERAELAASLGLTQTQVKIWFQNRRSKFKKMWKSGEIPTEQHPGASASPPCASPPVSAPASWDFGAPQRMAGGGPGSGGGGAGSSGSSPSSAASAFLGNYPWYHQASGSASHLQATAP.... Result: 0 (no interaction).